This data is from Full USPTO retrosynthesis dataset with 1.9M reactions from patents (1976-2016). The task is: Predict the reactants needed to synthesize the given product. Given the product [Br:11][C:4]1[C:3]([N:12]2[CH:20]([C:21]([OH:23])=[O:22])[CH2:19][C:18](=[O:24])[N:17]3[CH2:16][CH2:15][N:14]=[C:13]23)=[CH:2][CH:1]=[C:6]2[C:5]=1[N:10]=[CH:9][CH:8]=[N:7]2, predict the reactants needed to synthesize it. The reactants are: [CH:1]1[CH:2]=[C:3]([NH:12][C:13]2[NH:17][CH2:16][CH2:15][N:14]=2)[C:4]([Br:11])=[C:5]2[N:10]=[CH:9][CH:8]=[N:7][C:6]=12.[C:18]1(=[O:24])[O:23][C:21](=[O:22])[CH:20]=[CH:19]1.